Dataset: CYP2C19 inhibition data for predicting drug metabolism from PubChem BioAssay. Task: Regression/Classification. Given a drug SMILES string, predict its absorption, distribution, metabolism, or excretion properties. Task type varies by dataset: regression for continuous measurements (e.g., permeability, clearance, half-life) or binary classification for categorical outcomes (e.g., BBB penetration, CYP inhibition). Dataset: cyp2c19_veith. (1) The molecule is CCC(C)c1ccc(Nc2ncccc2C#N)cc1. The result is 1 (inhibitor). (2) The compound is Cc1ccc(CSC(N)=Nc2ccccc2)cc1C. The result is 1 (inhibitor). (3) The molecule is CC(C)C1=C[C@@]23CC[C@H]4[C@](C)(C(=O)O)CCC[C@]4(C)[C@@H]2C[C@@H]1[C@@H](C(=O)O)[C@@H]3C(=O)O. The result is 0 (non-inhibitor).